Dataset: CYP2C9 inhibition data for predicting drug metabolism from PubChem BioAssay. Task: Regression/Classification. Given a drug SMILES string, predict its absorption, distribution, metabolism, or excretion properties. Task type varies by dataset: regression for continuous measurements (e.g., permeability, clearance, half-life) or binary classification for categorical outcomes (e.g., BBB penetration, CYP inhibition). Dataset: cyp2c9_veith. (1) The compound is Cc1ccc2nc(N/N=C/c3ccccc3C#N)nc(-c3ccccc3)c2c1. The result is 1 (inhibitor). (2) The drug is O=c1[nH]c2cc(Cl)c(Cl)cc2[nH]c1=O. The result is 0 (non-inhibitor).